From a dataset of Reaction yield outcomes from USPTO patents with 853,638 reactions. Predict the reaction yield, written as a fraction of the theoretical maximum amount of product (1.0 means a 100% yield; for example, 0.34 means a 34% yield). (1) The reactants are [F:1][C:2]1[CH:7]=[C:6]([C:8]([F:11])([F:10])[F:9])[CH:5]=[CH:4][C:3]=1[CH:12]=[CH:13][C:14]([NH2:16])=[O:15].[Cl:17][CH2:18][C:19]([CH2:21]Cl)=O. The catalyst is C1(C)C=CC=CC=1. The product is [Cl:17][CH2:18][C:19]1[N:16]=[C:14]([CH:13]=[CH:12][C:3]2[CH:4]=[CH:5][C:6]([C:8]([F:11])([F:10])[F:9])=[CH:7][C:2]=2[F:1])[O:15][CH:21]=1. The yield is 0.230. (2) The reactants are [CH3:1][NH:2][C:3]1[CH:4]=[C:5]([CH:9]=[CH:10][C:11]=1[O:12][CH3:13])[C:6]([OH:8])=O.[F:14][C:15]1[CH:16]=[C:17]([CH:19]=[CH:20][C:21]=1[S:22]([NH2:25])(=[O:24])=[O:23])[NH2:18]. No catalyst specified. The product is [F:14][C:15]1[CH:16]=[C:17]([NH:18][C:6](=[O:8])[C:5]2[CH:9]=[CH:10][C:11]([O:12][CH3:13])=[C:3]([NH:2][CH3:1])[CH:4]=2)[CH:19]=[CH:20][C:21]=1[S:22]([NH2:25])(=[O:24])=[O:23]. The yield is 0.520. (3) The reactants are [CH2:1]([N:6]1[C:10]2=[N:11][CH:12]=[CH:13][CH:14]=[C:9]2[C:8](=[O:15])[C:7]1=[O:16])[CH2:2][CH2:3][CH2:4][CH3:5].C(N(C(C)C)CC)(C)C.[S:26]1[CH:30]=[CH:29][CH:28]=[C:27]1[C:31](=[O:33])[CH3:32]. The catalyst is C(O)C. The product is [OH:15][C:8]1([CH2:32][C:31](=[O:33])[C:27]2[S:26][CH:30]=[CH:29][CH:28]=2)[C:9]2[C:10](=[N:11][CH:12]=[CH:13][CH:14]=2)[N:6]([CH2:1][CH2:2][CH2:3][CH2:4][CH3:5])[C:7]1=[O:16]. The yield is 0.640. (4) The reactants are [N:1]1[CH:6]=[CH:5][CH:4]=[C:3]([C:7]2[CH:16]=[N:15][C:10]3[O:11][CH2:12][CH2:13][NH:14][C:9]=3[CH:8]=2)[CH:2]=1.[Br:17][C:18]1[CH:19]=[C:20]([CH:24]=[C:25]([Br:29])[C:26]=1[O:27][CH3:28])[C:21](Cl)=[O:22].C(N(CC)CC)C.O. The catalyst is ClCCl. The product is [Br:17][C:18]1[CH:19]=[C:20]([C:21]([N:14]2[CH2:13][CH2:12][O:11][C:10]3[N:15]=[CH:16][C:7]([C:3]4[CH:2]=[N:1][CH:6]=[CH:5][CH:4]=4)=[CH:8][C:9]2=3)=[O:22])[CH:24]=[C:25]([Br:29])[C:26]=1[O:27][CH3:28]. The yield is 0.490. (5) The reactants are [NH:1]1[CH2:6][CH2:5][CH:4]([N:7]2[CH:11]=[C:10]([O:12][C:13]3[N:14]=[C:15]([OH:23])[C:16]4[CH:22]=[CH:21][N:20]=[CH:19][C:17]=4[N:18]=3)[CH:9]=[N:8]2)[CH2:3][CH2:2]1.C(N(CC)CC)C.[C:31](Cl)(=[O:33])[CH3:32]. The catalyst is C1COCC1. The product is [OH:23][C:15]1[C:16]2[CH:22]=[CH:21][N:20]=[CH:19][C:17]=2[N:18]=[C:13]([O:12][C:10]2[CH:9]=[N:8][N:7]([CH:4]3[CH2:3][CH2:2][N:1]([C:31](=[O:33])[CH3:32])[CH2:6][CH2:5]3)[CH:11]=2)[N:14]=1. The yield is 0.530. (6) The reactants are [Br-].[F:2][C:3]1[CH:8]=[CH:7][C:6]([CH2:9][CH2:10][P+](C2C=CC=CC=2)(C2C=CC=CC=2)C2C=CC=CC=2)=[CH:5][CH:4]=1.O=[C:31]1[CH2:36][CH2:35][N:34]([C:37]([O:39][CH2:40][C:41]2[CH:46]=[CH:45][CH:44]=[CH:43][CH:42]=2)=[O:38])[CH2:33][CH2:32]1.O. The catalyst is C1COCC1. The product is [CH2:40]([O:39][C:37]([N:34]1[CH2:35][CH2:36][C:31](=[CH:10][CH2:9][C:6]2[CH:5]=[CH:4][C:3]([F:2])=[CH:8][CH:7]=2)[CH2:32][CH2:33]1)=[O:38])[C:41]1[CH:42]=[CH:43][CH:44]=[CH:45][CH:46]=1. The yield is 0.170. (7) The reactants are [CH3:1][CH:2]1[CH2:7][N:6](C(OCC2C=CC=CC=2)=O)[CH2:5][CH:4]([CH3:18])[N:3]1[C:19]([O:21][C:22]([CH3:25])([CH3:24])[CH3:23])=[O:20]. The catalyst is CO.[Pd]. The product is [C:22]([O:21][C:19]([N:3]1[CH:4]([CH3:18])[CH2:5][NH:6][CH2:7][CH:2]1[CH3:1])=[O:20])([CH3:25])([CH3:23])[CH3:24]. The yield is 0.970.